Dataset: Reaction yield outcomes from USPTO patents with 853,638 reactions. Task: Predict the reaction yield, written as a fraction of the theoretical maximum amount of product (1.0 means a 100% yield; for example, 0.34 means a 34% yield). (1) The reactants are [NH2:1][C:2]1[C:3]([C:7]2[N:8]([CH2:18][CH3:19])[C:9]3[C:10]([N:17]=2)=[C:11]([Cl:16])[NH:12][C:13](=[O:15])[CH:14]=3)=[N:4][O:5][N:6]=1.O[CH2:21][CH2:22][CH2:23][CH2:24][NH:25][C:26](=[O:32])[O:27][C:28]([CH3:31])([CH3:30])[CH3:29].C1C=CC(P(C2C=CC=CC=2)C2C=CC=CC=2)=CC=1.CCOC(/N=N/C(OCC)=O)=O. The catalyst is C1COCC1.CO. The product is [NH2:1][C:2]1[C:3]([C:7]2[N:8]([CH2:18][CH3:19])[C:9]3[CH:14]=[C:13]([O:15][CH2:21][CH2:22][CH2:23][CH2:24][NH:25][C:26](=[O:32])[O:27][C:28]([CH3:31])([CH3:30])[CH3:29])[N:12]=[C:11]([Cl:16])[C:10]=3[N:17]=2)=[N:4][O:5][N:6]=1. The yield is 0.630. (2) The reactants are [CH3:1][S-:2].[Na+].CS(O[CH2:9][C:10]1[CH:15]=[C:14]([N:16]2[CH2:21][CH2:20][O:19][CH2:18][C@H:17]2[CH3:22])[N:13]=[C:12]([Cl:23])[N:11]=1)(=O)=O.ClC1N=C(N2CCOC[C@H]2C)C=C(CCl)N=1.[I-].[Na+]. The catalyst is CC#N.CCOC(C)=O. The product is [Cl:23][C:12]1[N:13]=[C:14]([N:16]2[CH2:21][CH2:20][O:19][CH2:18][C@H:17]2[CH3:22])[CH:15]=[C:10]([CH2:9][S:2][CH3:1])[N:11]=1. The yield is 0.910. (3) The reactants are [OH:1][C:2]1[CH:3]=[C:4]([O:16][C:17]2[CH:22]=[CH:21][C:20]([S:23]([CH3:26])(=[O:25])=[O:24])=[CH:19][CH:18]=2)[CH:5]=[C:6]2[C:10]=1[NH:9][C:8]([C:11]([O:13][CH2:14][CH3:15])=[O:12])=[CH:7]2.Cl.Cl[CH2:29][C:30]1[N:31]([CH3:35])[CH:32]=[CH:33][N:34]=1.C(=O)([O-])[O-].[K+].[K+].CN(C)C=O. The catalyst is CCCCCC.C(OCC)(=O)C.O. The product is [CH3:35][N:31]1[CH:32]=[CH:33][N:34]=[C:30]1[CH2:29][O:1][C:2]1[CH:3]=[C:4]([O:16][C:17]2[CH:22]=[CH:21][C:20]([S:23]([CH3:26])(=[O:25])=[O:24])=[CH:19][CH:18]=2)[CH:5]=[C:6]2[C:10]=1[NH:9][C:8]([C:11]([O:13][CH2:14][CH3:15])=[O:12])=[CH:7]2. The yield is 0.570. (4) The reactants are [CH3:1][N:2]([CH2:4][C:5]1[CH:22]=[CH:21][C:8](/[CH:9]=[N:10]/[C:11]2[CH:19]=[CH:18][CH:17]=[C:16]3[C:12]=2[CH2:13][O:14][C:15]3=[O:20])=[CH:7][CH:6]=1)[CH3:3].[F:23][C:24]([F:34])([F:33])[C:25]1[CH:32]=[CH:31][C:28]([CH:29]=O)=[CH:27][CH:26]=1.[O-:35][CH2:36][CH3:37].[Na+].CO. The catalyst is C(OCC)(=O)CC. The product is [CH3:3][N:2]([CH2:4][C:5]1[CH:6]=[CH:7][C:8]([CH:9]2[CH:29]([C:28]3[CH:31]=[CH:32][C:25]([C:24]([F:34])([F:33])[F:23])=[CH:26][CH:27]=3)[C:13](=[O:14])[C:12]3[C:16]([C:15]([O:35][CH2:36][CH3:37])=[O:20])=[CH:17][CH:18]=[CH:19][C:11]=3[NH:10]2)=[CH:21][CH:22]=1)[CH3:1]. The yield is 0.160. (5) The reactants are [CH3:1][O:2][C:3]1[CH:4]=[C:5]2[C:10](=[CH:11][CH:12]=1)[C:9]([O:13][C:14]1[CH:19]=[CH:18][C:17]([O:20][CH2:21][CH2:22][N:23]3[CH2:28][CH2:27][CH2:26][CH2:25][CH2:24]3)=[CH:16][CH:15]=1)=[C:8]([C:29]1[CH:34]=[CH:33][C:32](C(=O)C)=[CH:31][CH:30]=1)[CH:7]=[CH:6]2.C[Mg]Br. The catalyst is C(OCC)C. The product is [CH3:1][O:2][C:3]1[CH:4]=[C:5]2[C:10](=[CH:11][CH:12]=1)[C:9]([O:13][C:14]1[CH:19]=[CH:18][C:17]([O:20][CH2:21][CH2:22][N:23]3[CH2:28][CH2:27][CH2:26][CH2:25][CH2:24]3)=[CH:16][CH:15]=1)=[C:8]([C:29]1[CH:34]=[CH:33][C:32]([CH2:12][CH:3]([OH:2])[CH3:4])=[CH:31][CH:30]=1)[CH:7]=[CH:6]2. The yield is 0.750. (6) The reactants are C[N:2](C)/[CH:3]=[CH:4]/[C:5]([C:7]1[S:8][CH:9]=[CH:10][C:11]=1[NH:12][C:13](=[O:25])[CH2:14][C:15]1[C:24]2[C:19](=[CH:20][CH:21]=[CH:22][CH:23]=2)[CH:18]=[CH:17][CH:16]=1)=O.O.[NH2:28]N.C(O)(=O)C. The catalyst is C(O)C. The product is [NH:2]1[CH:3]=[CH:4][C:5]([C:7]2[S:8][CH:9]=[CH:10][C:11]=2[NH:12][C:13](=[O:25])[CH2:14][C:15]2[C:24]3[C:19](=[CH:20][CH:21]=[CH:22][CH:23]=3)[CH:18]=[CH:17][CH:16]=2)=[N:28]1. The yield is 0.300. (7) The product is [F:1][C:2]1[CH:7]=[C:6]([N:8]2[CH:13]=[CH:12][CH:11]=[CH:10][C:9]2=[O:14])[CH:5]=[CH:4][C:3]=1[CH2:15][C:16]([C:18]1[N:22]([C:23]2[CH:24]=[CH:25][C:26]([O:29][CH3:30])=[CH:27][CH:28]=2)[N:21]=[C:20]([C:31]([NH2:32])=[O:34])[CH:19]=1)=[O:17]. The catalyst is O. The reactants are [F:1][C:2]1[CH:7]=[C:6]([N:8]2[CH:13]=[CH:12][CH:11]=[CH:10][C:9]2=[O:14])[CH:5]=[CH:4][C:3]=1[CH2:15][C:16]([C:18]1[N:22]([C:23]2[CH:28]=[CH:27][C:26]([O:29][CH3:30])=[CH:25][CH:24]=2)[N:21]=[C:20]([C:31]#[N:32])[CH:19]=1)=[O:17].S(O)(O)(=O)=[O:34].C(OCC)(=O)C. The yield is 0.410. (8) The reactants are [C:1]1([C:7]2[N:8]=[C:9]3[CH:14]=[CH:13][C:12]([C:15]([O:17][CH3:18])=[O:16])=[CH:11][N:10]3[CH:19]=2)[CH:6]=[CH:5][CH:4]=[CH:3][CH:2]=1.Cl. The catalyst is CO.[Pd]. The product is [C:1]1([C:7]2[N:8]=[C:9]3[CH2:14][CH2:13][CH:12]([C:15]([O:17][CH3:18])=[O:16])[CH2:11][N:10]3[CH:19]=2)[CH:2]=[CH:3][CH:4]=[CH:5][CH:6]=1. The yield is 1.02.